From a dataset of Catalyst prediction with 721,799 reactions and 888 catalyst types from USPTO. Predict which catalyst facilitates the given reaction. (1) Reactant: [NH2:1][C:2]1[N:10]=[C:9]([CH2:11][O:12][CH3:13])[CH:8]=[CH:7][C:3]=1[C:4]([OH:6])=O.[CH3:14][C:15]1[CH:20]=[CH:19][CH:18]=[CH:17][C:16]=1[O:21][C:22]1[CH:23]=[C:24]([CH:27]=[CH:28][CH:29]=1)[CH2:25][NH2:26].C(N(CC)CC)C.CN([P+](ON1N=NC2C=CC=CC1=2)(N(C)C)N(C)C)C.F[P-](F)(F)(F)(F)F. Product: [CH3:14][C:15]1[CH:20]=[CH:19][CH:18]=[CH:17][C:16]=1[O:21][C:22]1[CH:23]=[C:24]([CH2:25][NH:26][C:4](=[O:6])[C:3]2[CH:7]=[CH:8][C:9]([CH2:11][O:12][CH3:13])=[N:10][C:2]=2[NH2:1])[CH:27]=[CH:28][CH:29]=1. The catalyst class is: 136. (2) Reactant: [Cl:1][C:2]1[C:11]([NH:12][NH2:13])=[N:10][C:9]2[C:4](=[CH:5][CH:6]=[C:7]([Cl:14])[CH:8]=2)[N:3]=1.C(N(CC)CC)C.C1COCC1.[S:27]1[CH:31]=[CH:30][CH:29]=[C:28]1[CH2:32][C:33](Cl)=[O:34]. Product: [Cl:1][C:2]1[C:11]([NH:12][NH:13][C:33](=[O:34])[CH2:32][C:28]2[S:27][CH:31]=[CH:30][CH:29]=2)=[N:10][C:9]2[C:4]([N:3]=1)=[CH:5][CH:6]=[C:7]([Cl:14])[CH:8]=2. The catalyst class is: 25.